Dataset: NCI-60 drug combinations with 297,098 pairs across 59 cell lines. Task: Regression. Given two drug SMILES strings and cell line genomic features, predict the synergy score measuring deviation from expected non-interaction effect. (1) Drug 1: COC1=CC(=CC(=C1O)OC)C2C3C(COC3=O)C(C4=CC5=C(C=C24)OCO5)OC6C(C(C7C(O6)COC(O7)C8=CC=CS8)O)O. Drug 2: CC1=C(C(=CC=C1)Cl)NC(=O)C2=CN=C(S2)NC3=CC(=NC(=N3)C)N4CCN(CC4)CCO. Cell line: OVCAR-5. Synergy scores: CSS=31.0, Synergy_ZIP=0.679, Synergy_Bliss=5.87, Synergy_Loewe=1.96, Synergy_HSA=4.51. (2) Drug 1: CC1CCC2CC(C(=CC=CC=CC(CC(C(=O)C(C(C(=CC(C(=O)CC(OC(=O)C3CCCCN3C(=O)C(=O)C1(O2)O)C(C)CC4CCC(C(C4)OC)OCCO)C)C)O)OC)C)C)C)OC. Drug 2: C1=CC=C(C(=C1)C(C2=CC=C(C=C2)Cl)C(Cl)Cl)Cl. Cell line: CAKI-1. Synergy scores: CSS=2.02, Synergy_ZIP=0.950, Synergy_Bliss=2.53, Synergy_Loewe=0.240, Synergy_HSA=0.610. (3) Drug 1: CC=C1C(=O)NC(C(=O)OC2CC(=O)NC(C(=O)NC(CSSCCC=C2)C(=O)N1)C(C)C)C(C)C. Drug 2: C1=CC=C(C=C1)NC(=O)CCCCCCC(=O)NO. Cell line: SR. Synergy scores: CSS=58.0, Synergy_ZIP=-1.32, Synergy_Bliss=-2.47, Synergy_Loewe=-7.28, Synergy_HSA=0.171. (4) Drug 1: CCCCCOC(=O)NC1=NC(=O)N(C=C1F)C2C(C(C(O2)C)O)O. Drug 2: CC1=C2C(C(=O)C3(C(CC4C(C3C(C(C2(C)C)(CC1OC(=O)C(C(C5=CC=CC=C5)NC(=O)C6=CC=CC=C6)O)O)OC(=O)C7=CC=CC=C7)(CO4)OC(=O)C)O)C)OC(=O)C. Cell line: SNB-19. Synergy scores: CSS=6.54, Synergy_ZIP=-1.45, Synergy_Bliss=0.578, Synergy_Loewe=-39.5, Synergy_HSA=-7.03. (5) Drug 1: C1=CC=C(C(=C1)C(C2=CC=C(C=C2)Cl)C(Cl)Cl)Cl. Drug 2: CC(C)CN1C=NC2=C1C3=CC=CC=C3N=C2N. Cell line: NCI-H322M. Synergy scores: CSS=1.60, Synergy_ZIP=-0.188, Synergy_Bliss=1.55, Synergy_Loewe=0.558, Synergy_HSA=0.549. (6) Drug 1: CC1=C2C(C(=O)C3(C(CC4C(C3C(C(C2(C)C)(CC1OC(=O)C(C(C5=CC=CC=C5)NC(=O)OC(C)(C)C)O)O)OC(=O)C6=CC=CC=C6)(CO4)OC(=O)C)O)C)O. Drug 2: C(CCl)NC(=O)N(CCCl)N=O. Cell line: HT29. Synergy scores: CSS=25.9, Synergy_ZIP=-1.99, Synergy_Bliss=-2.41, Synergy_Loewe=-30.2, Synergy_HSA=-4.72. (7) Drug 1: CC1=C(C=C(C=C1)NC(=O)C2=CC=C(C=C2)CN3CCN(CC3)C)NC4=NC=CC(=N4)C5=CN=CC=C5. Drug 2: CS(=O)(=O)OCCCCOS(=O)(=O)C. Cell line: COLO 205. Synergy scores: CSS=24.6, Synergy_ZIP=-1.85, Synergy_Bliss=-3.26, Synergy_Loewe=-4.98, Synergy_HSA=-4.80. (8) Drug 1: C1CN(CCN1C(=O)CCBr)C(=O)CCBr. Drug 2: CC(C)CN1C=NC2=C1C3=CC=CC=C3N=C2N. Cell line: NCI-H322M. Synergy scores: CSS=1.35, Synergy_ZIP=-0.590, Synergy_Bliss=-3.78, Synergy_Loewe=-1.25, Synergy_HSA=-5.20.